Dataset: Reaction yield outcomes from USPTO patents with 853,638 reactions. Task: Predict the reaction yield, written as a fraction of the theoretical maximum amount of product (1.0 means a 100% yield; for example, 0.34 means a 34% yield). The product is [CH3:33][O:32][C:28]1[CH:27]=[C:26]([CH:31]=[CH:30][CH:29]=1)[C:25]([NH:1][C:2]1[CH:18]=[CH:17][C:5]([O:6][CH2:7][CH2:8][NH:9][C:10](=[O:16])[O:11][C:12]([CH3:15])([CH3:13])[CH3:14])=[C:4]([C:19]2[N:23]([CH3:24])[N:22]=[CH:21][CH:20]=2)[CH:3]=1)=[O:34]. The reactants are [NH2:1][C:2]1[CH:18]=[CH:17][C:5]([O:6][CH2:7][CH2:8][NH:9][C:10](=[O:16])[O:11][C:12]([CH3:15])([CH3:14])[CH3:13])=[C:4]([C:19]2[N:23]([CH3:24])[N:22]=[CH:21][CH:20]=2)[CH:3]=1.[C:25](Cl)(=[O:34])[C:26]1[CH:31]=[CH:30][CH:29]=[C:28]([O:32][CH3:33])[CH:27]=1.C(N(CC)CC)C. The catalyst is ClCCl. The yield is 0.739.